From a dataset of Catalyst prediction with 721,799 reactions and 888 catalyst types from USPTO. Predict which catalyst facilitates the given reaction. (1) Reactant: [NH2:1][C@@H:2]([CH2:6][CH2:7][NH:8][C:9]1[S:10][C:11]([CH:14]=[O:15])=[CH:12][N:13]=1)[C:3]([OH:5])=[O:4].C(=O)(O)[O-].[Na+].[C:21](=O)([O:37]N1C(=O)CCC1=O)[O:22][CH2:23][CH:24]1[C:36]2[CH:35]=[CH:34][CH:33]=[CH:32][C:31]=2[C:30]2[C:25]1=[CH:26][CH:27]=[CH:28][CH:29]=2. Product: [CH:35]1[C:36]2[CH:24]([CH2:23][O:22][C:21]([NH:1][C@@H:2]([CH2:6][CH2:7][NH:8][C:9]3[S:10][C:11]([CH:14]=[O:15])=[CH:12][N:13]=3)[C:3]([OH:5])=[O:4])=[O:37])[C:25]3[C:30](=[CH:29][CH:28]=[CH:27][CH:26]=3)[C:31]=2[CH:32]=[CH:33][CH:34]=1. The catalyst class is: 20. (2) Reactant: [N:1]1[CH:2]=[C:3]([C:10]2[C:15]([O:16][CH3:17])=[CH:14][N:13]=[C:12]([NH:18][C:19]3[CH:24]=[CH:23][C:22]([O:25][CH2:26][C@H:27]4[CH2:31][CH2:30][CH2:29][NH:28]4)=[CH:21][C:20]=3[O:32][CH3:33])[N:11]=2)[N:4]2[CH:9]=[CH:8][CH:7]=[CH:6][C:5]=12.[C:34](OC(=O)C)(=[O:36])[CH3:35]. Product: [N:1]1[CH:2]=[C:3]([C:10]2[C:15]([O:16][CH3:17])=[CH:14][N:13]=[C:12]([NH:18][C:19]3[CH:24]=[CH:23][C:22]([O:25][CH2:26][C@H:27]4[CH2:31][CH2:30][CH2:29][N:28]4[C:34](=[O:36])[CH3:35])=[CH:21][C:20]=3[O:32][CH3:33])[N:11]=2)[N:4]2[CH:9]=[CH:8][CH:7]=[CH:6][C:5]=12. The catalyst class is: 4. (3) Reactant: Cl.[NH:2]1[CH2:7][CH2:6][C:5](=[O:8])[CH2:4][CH2:3]1.C(N(CC)CC)C.[C:16]1([C:22]#[C:23][C:24]2[S:25][C:26]([C:29](O)=[O:30])=[CH:27][N:28]=2)[CH:21]=[CH:20][CH:19]=[CH:18][CH:17]=1. Product: [C:16]1([C:22]#[C:23][C:24]2[S:25][C:26]([C:29]([N:2]3[CH2:7][CH2:6][C:5](=[O:8])[CH2:4][CH2:3]3)=[O:30])=[CH:27][N:28]=2)[CH:21]=[CH:20][CH:19]=[CH:18][CH:17]=1. The catalyst class is: 25. (4) Reactant: C(N(CC)CC)C.[I:8][C:9]1[C:17]2[C:12](=[N:13][CH:14]=[C:15]([C:18]3[CH:19]=[N:20][N:21]([CH3:23])[CH:22]=3)[CH:16]=2)[NH:11][CH:10]=1.[C:24](O[C:24]([O:26][C:27]([CH3:30])([CH3:29])[CH3:28])=[O:25])([O:26][C:27]([CH3:30])([CH3:29])[CH3:28])=[O:25]. Product: [I:8][C:9]1[C:17]2[C:12](=[N:13][CH:14]=[C:15]([C:18]3[CH:19]=[N:20][N:21]([CH3:23])[CH:22]=3)[CH:16]=2)[N:11]([C:24]([O:26][C:27]([CH3:30])([CH3:29])[CH3:28])=[O:25])[CH:10]=1. The catalyst class is: 119. (5) Reactant: [Cl:1][C:2]1[CH:7]=[CH:6][C:5]([C:8]2[CH:13]=[CH:12][N:11]3[C:14](=[O:30])[N:15]([CH2:17][C:18]4[C:19]([O:28]C)=[N:20][C:21]([C:24]([F:27])([F:26])[F:25])=[CH:22][CH:23]=4)[N:16]=[C:10]3[C:9]=2[C:31]2[CH:36]=[CH:35][N:34]=[CH:33][CH:32]=2)=[CH:4][CH:3]=1. Product: [Cl:1][C:2]1[CH:3]=[CH:4][C:5]([C:8]2[CH:13]=[CH:12][N:11]3[C:14](=[O:30])[N:15]([CH2:17][C:18]4[C:19]([OH:28])=[N:20][C:21]([C:24]([F:26])([F:27])[F:25])=[CH:22][CH:23]=4)[N:16]=[C:10]3[C:9]=2[C:31]2[CH:32]=[CH:33][N:34]=[CH:35][CH:36]=2)=[CH:6][CH:7]=1. The catalyst class is: 201. (6) Reactant: CS(O[CH:6]([C:8]1[C:9]([CH:34]([O:37][CH3:38])[O:35][CH3:36])=[N:10][C:11]2[N:12]([C:18](=[O:33])[NH:19][C:20]3[CH:25]=[C:24]([NH:26][CH2:27][CH2:28][O:29][CH3:30])[C:23]([C:31]#[N:32])=[CH:22][N:21]=3)[CH2:13][CH2:14][CH2:15][C:16]=2[CH:17]=1)[CH3:7])(=O)=O.[CH3:39][NH2:40]. Product: [C:31]([C:23]1[C:24]([NH:26][CH2:27][CH2:28][O:29][CH3:30])=[CH:25][C:20]([NH:19][C:18]([N:12]2[C:11]3[C:16](=[CH:17][C:8]([CH:6]([NH:40][CH3:39])[CH3:7])=[C:9]([CH:34]([O:37][CH3:38])[O:35][CH3:36])[N:10]=3)[CH2:15][CH2:14][CH2:13]2)=[O:33])=[N:21][CH:22]=1)#[N:32]. The catalyst class is: 606. (7) Reactant: [NH2:1][C:2]1[CH:7]=[C:6]([O:8][C:9]2[CH:10]=[CH:11][C:12]3[O:16][C@@H:15]4[C@@H:17]([C:18]([O:20]CC)=[O:19])[C@@H:14]4[C:13]=3[CH:23]=2)[CH:5]=[CH:4][N:3]=1.[OH-].[Na+]. Product: [NH2:1][C:2]1[CH:7]=[C:6]([O:8][C:9]2[CH:10]=[CH:11][C:12]3[O:16][C@@H:15]4[C@@H:17]([C:18]([OH:20])=[O:19])[C@@H:14]4[C:13]=3[CH:23]=2)[CH:5]=[CH:4][N:3]=1. The catalyst class is: 1.